This data is from Full USPTO retrosynthesis dataset with 1.9M reactions from patents (1976-2016). The task is: Predict the reactants needed to synthesize the given product. (1) Given the product [C:1]([O:5][C:6]([N:8]1[CH2:13][CH2:12][N:11]([C:14]2[N:19]=[CH:18][C:17]([C:20]3[N:25]4[CH:26]=[C:27]([C:29]([O:31][CH2:32][CH3:33])=[O:30])[N:28]=[C:24]4[C:23]([CH:34]4[CH2:39][CH2:38][O:37][CH2:36][CH2:35]4)=[N:22][CH:21]=3)=[CH:16][CH:15]=2)[CH2:10][CH2:9]1)=[O:7])([CH3:2])([CH3:3])[CH3:4], predict the reactants needed to synthesize it. The reactants are: [C:1]([O:5][C:6]([N:8]1[CH2:13][CH2:12][N:11]([C:14]2[N:19]=[CH:18][C:17]([C:20]3[N:25]4[CH:26]=[C:27]([C:29]([O:31][CH2:32][CH3:33])=[O:30])[N:28]=[C:24]4[C:23]([C:34]4[CH2:35][CH2:36][O:37][CH2:38][CH:39]=4)=[N:22][CH:21]=3)=[CH:16][CH:15]=2)[CH2:10][CH2:9]1)=[O:7])([CH3:4])([CH3:3])[CH3:2]. (2) Given the product [CH3:1][O:2][C:3]1[CH:4]=[C:5]2[C:10](=[CH:11][C:12]=1[O:13][CH3:14])[N:9]=[CH:8][CH:7]=[C:6]2[O:15][C:16]1[C:22]([CH3:23])=[CH:21][C:19]([NH:20][C:40](=[O:42])[O:54][CH:53]([C:55]2[CH:60]=[CH:59][CH:58]=[CH:57][CH:56]=2)[CH:52]([CH3:61])[CH3:51])=[C:18]([CH3:24])[CH:17]=1, predict the reactants needed to synthesize it. The reactants are: [CH3:1][O:2][C:3]1[CH:4]=[C:5]2[C:10](=[CH:11][C:12]=1[O:13][CH3:14])[N:9]=[CH:8][CH:7]=[C:6]2[O:15][C:16]1[C:22]([CH3:23])=[CH:21][C:19]([NH2:20])=[C:18]([CH3:24])[CH:17]=1.C1(C)C=CC=CC=1.C(N(CC)CC)C.Cl[C:40](Cl)([O:42]C(=O)OC(Cl)(Cl)Cl)Cl.[CH3:51][CH:52]([CH3:61])[CH:53]([C:55]1[CH:60]=[CH:59][CH:58]=[CH:57][CH:56]=1)[OH:54]. (3) Given the product [F:23][C:20]1[CH:19]=[CH:18][C:17]([C:16]2[S:15][C:14]([CH3:24])=[N:13][C:12]=2[C:10]([N:4]2[CH2:5][CH2:6][CH2:7][C@H:8]([CH3:9])[C@@H:3]2[CH2:2][NH:1][C:26]2[N:31]=[CH:30][C:29]([C:32]([F:35])([F:34])[F:33])=[CH:28][N:27]=2)=[O:11])=[CH:22][CH:21]=1, predict the reactants needed to synthesize it. The reactants are: [NH2:1][CH2:2][C@@H:3]1[C@@H:8]([CH3:9])[CH2:7][CH2:6][CH2:5][N:4]1[C:10]([C:12]1[N:13]=[C:14]([CH3:24])[S:15][C:16]=1[C:17]1[CH:22]=[CH:21][C:20]([F:23])=[CH:19][CH:18]=1)=[O:11].Cl[C:26]1[N:31]=[CH:30][C:29]([C:32]([F:35])([F:34])[F:33])=[CH:28][N:27]=1. (4) Given the product [F:1][C:2]1[CH:3]=[C:4]([C:9]2[CH:10]=[CH:11][C:12]([CH2:15][CH2:16][CH:17]=[O:18])=[CH:13][CH:14]=2)[CH:5]=[C:6]([F:8])[CH:7]=1, predict the reactants needed to synthesize it. The reactants are: [F:1][C:2]1[CH:3]=[C:4]([C:9]2[CH:14]=[CH:13][C:12]([CH2:15][CH2:16][C:17](O)=[O:18])=[CH:11][CH:10]=2)[CH:5]=[C:6]([F:8])[CH:7]=1.CC1(C)N([O])C(C)(C)CCC1.[Br-].[K+].Cl[O-].[Na+].C(=O)(O)[O-].[Na+]. (5) Given the product [CH:22]([C:25]1[CH2:31][C@@H:30]2[C@H:27]([CH:26]=1)[C:28](=[CH:12][C:13]([O:15][C:16]([CH3:19])([CH3:18])[CH3:17])=[O:14])[CH2:29]2)([CH3:24])[CH3:23], predict the reactants needed to synthesize it. The reactants are: O1CCCC1.COP([CH2:12][C:13]([O:15][C:16]([CH3:19])([CH3:18])[CH3:17])=[O:14])(OC)=O.[H-].[Na+].[CH:22]([C:25]1[CH2:26][C@@H:27]2[C@H:30]([CH:31]=1)[C:29](=O)[CH2:28]2)([CH3:24])[CH3:23]. (6) Given the product [OH:63][CH2:62][CH2:61][CH2:60][CH2:59][CH2:54][CH2:55][NH:51][C:44](=[O:45])[O:15][C:14]([C:16]1[CH:21]=[CH:20][CH:19]=[CH:18][CH:17]=1)([C:22]1[CH:27]=[CH:26][CH:25]=[CH:24][CH:23]=1)[CH2:13][CH2:12][CH2:11][O:10][C:9]([C:6]1[CH:7]=[CH:8][C:3]([O:2][CH3:1])=[CH:4][CH:5]=1)([C:34]1[CH:35]=[CH:36][C:37]([O:40][CH3:41])=[CH:38][CH:39]=1)[C:28]1[CH:29]=[CH:30][CH:31]=[CH:32][CH:33]=1, predict the reactants needed to synthesize it. The reactants are: [CH3:1][O:2][C:3]1[CH:8]=[CH:7][C:6]([C:9]([C:34]2[CH:39]=[CH:38][C:37]([O:40][CH3:41])=[CH:36][CH:35]=2)([C:28]2[CH:33]=[CH:32][CH:31]=[CH:30][CH:29]=2)[O:10][CH2:11][CH2:12][CH2:13][C:14]([C:22]2[CH:27]=[CH:26][CH:25]=[CH:24][CH:23]=2)([C:16]2[CH:21]=[CH:20][CH:19]=[CH:18][CH:17]=2)[OH:15])=[CH:5][CH:4]=1.[H-].[Na+].[C:44]([N:51]1[CH:55]=[CH:54]N=C1)(N1C=CN=C1)=[O:45].NCC[CH2:59][CH2:60][CH2:61][CH2:62][OH:63]. (7) Given the product [CH2:54]([C@@H:8]1[C@H:7]2[C@H:10]3[C@H:19]([CH2:20][CH2:21][C@:5]2([CH3:6])[C:4](=[O:33])[CH2:9]1)[C:18]1[CH:17]=[C:16]([O:22][CH2:23][CH3:24])[C:15]([O:25][CH2:26][C:27]2[CH:28]=[CH:29][CH:30]=[CH:31][CH:32]=2)=[CH:14][C:13]=1[CH2:12][CH2:11]3)[CH:53]=[CH2:52], predict the reactants needed to synthesize it. The reactants are: C([C:4]1([OH:33])[CH2:9][CH2:8][C@H:7]2[C@H:10]3[C@H:19]([CH2:20][CH2:21][C@:5]12[CH3:6])[C:18]1[CH:17]=[C:16]([O:22][CH2:23][CH3:24])[C:15]([O:25][CH2:26][C:27]2[CH:32]=[CH:31][CH:30]=[CH:29][CH:28]=2)=[CH:14][C:13]=1[CH2:12][CH2:11]3)C=C.C1OCCOCCOCCOCCOCCOC1.[CH3:52][CH:53](O)[CH3:54].[NH4+].[Cl-]. (8) The reactants are: C(N(CC)CC)C.[CH2:8]([NH2:15])[C:9]1[CH:14]=[CH:13][CH:12]=[CH:11][CH:10]=1.[Br:16][C:17]1[CH:26]=[C:25]2[C:20]([C:21](Cl)=[C:22]([N+:27]([O-:29])=[O:28])[CH:23]=[N:24]2)=[CH:19][CH:18]=1.O. Given the product [CH2:8]([NH:15][C:21]1[C:20]2[C:25](=[CH:26][C:17]([Br:16])=[CH:18][CH:19]=2)[N:24]=[CH:23][C:22]=1[N+:27]([O-:29])=[O:28])[C:9]1[CH:14]=[CH:13][CH:12]=[CH:11][CH:10]=1, predict the reactants needed to synthesize it.